From a dataset of Peptide-MHC class II binding affinity with 134,281 pairs from IEDB. Regression. Given a peptide amino acid sequence and an MHC pseudo amino acid sequence, predict their binding affinity value. This is MHC class II binding data. (1) The peptide sequence is CTGMLKRRLGLMSLS. The MHC is H-2-IAb with pseudo-sequence H-2-IAb. The binding affinity (normalized) is 0.0338. (2) The peptide sequence is INVGFKAAVAAAASV. The MHC is DRB1_1201 with pseudo-sequence DRB1_1201. The binding affinity (normalized) is 0.412.